Dataset: Reaction yield outcomes from USPTO patents with 853,638 reactions. Task: Predict the reaction yield, written as a fraction of the theoretical maximum amount of product (1.0 means a 100% yield; for example, 0.34 means a 34% yield). (1) The reactants are [OH:1][C:2]1[CH:11]=[CH:10][C:9]([N+:12]([O-:14])=[O:13])=[CH:8][C:3]=1[C:4]([O:6][CH3:7])=[O:5].[H-].[Na+].Br[CH:18]([C:25]1[CH:30]=[CH:29][CH:28]=[CH:27][CH:26]=1)[C:19]1[CH:24]=[CH:23][CH:22]=[CH:21][CH:20]=1.[Cl-].[NH4+]. The catalyst is CN(C=O)C. The product is [CH:18]([O:1][C:2]1[CH:11]=[CH:10][C:9]([N+:12]([O-:14])=[O:13])=[CH:8][C:3]=1[C:4]([O:6][CH3:7])=[O:5])([C:19]1[CH:24]=[CH:23][CH:22]=[CH:21][CH:20]=1)[C:25]1[CH:30]=[CH:29][CH:28]=[CH:27][CH:26]=1. The yield is 0.614. (2) The reactants are [CH3:1][N:2]1[CH2:6][CH2:5][C@@:4]([NH:10][C:11](=[O:17])[O:12][C:13]([CH3:16])([CH3:15])[CH3:14])([CH2:7][C:8]#[CH:9])[C:3]1=[O:18].I[C:20]1[CH:25]=[C:24]([C:26]2[CH:31]=[CH:30][CH:29]=[C:28]([O:32][C:33]([F:36])([F:35])[F:34])[CH:27]=2)[CH:23]=[CH:22][N:21]=1.N(CC)CC. The catalyst is C1COCC1.[Cu](I)I.[Cu]I. The product is [CH3:1][N:2]1[CH2:6][CH2:5][C@@:4]([NH:10][C:11](=[O:17])[O:12][C:13]([CH3:15])([CH3:14])[CH3:16])([CH2:7][C:8]#[C:9][C:20]2[CH:25]=[C:24]([C:26]3[CH:31]=[CH:30][CH:29]=[C:28]([O:32][C:33]([F:34])([F:35])[F:36])[CH:27]=3)[CH:23]=[CH:22][N:21]=2)[C:3]1=[O:18]. The yield is 0.998. (3) The reactants are [CH3:1][O:2][C:3]([C@@H:5]1[CH2:18][C@H:17]([OH:19])[C:16](=[O:20])[C@H:15]2[C@@:6]1([CH3:28])[CH2:7][CH2:8][C@H:9]1[C@:14]2([CH3:21])[CH2:13][C@@H:12]([C:22]2[CH:26]=[CH:25][O:24][CH:23]=2)[O:11][C:10]1=[O:27])=[O:4].[C:29](O)(=[O:36])[C:30]1[CH:35]=[CH:34][CH:33]=[CH:32][CH:31]=1. No catalyst specified. The product is [CH3:1][O:2][C:3]([C@@H:5]1[CH2:18][C@H:17]([O:19][C:29](=[O:36])[C:30]2[CH:35]=[CH:34][CH:33]=[CH:32][CH:31]=2)[C:16](=[O:20])[C@H:15]2[C@@:6]1([CH3:28])[CH2:7][CH2:8][C@@H:9]1[C@:14]2([CH3:21])[CH2:13][C@@H:12]([C:22]2[CH:26]=[CH:25][O:24][CH:23]=2)[O:11][C:10]1=[O:27])=[O:4]. The yield is 0.750. (4) The catalyst is CO.CO.O.C1COCC1. The reactants are [CH2:1]([C:3](=[CH:6][CH2:7][C:8]1[C:9]([O:21][CH2:22][CH2:23][Si:24]([CH3:27])([CH3:26])[CH3:25])=[C:10]2[C:14](=[C:15]([CH3:19])[C:16]=1[CH2:17][CH3:18])[CH2:13][O:12][C:11]2=[O:20])[CH:4]=[O:5])[CH3:2].[BH4-].[Li+]. The yield is 0.700. The product is [CH2:17]([C:16]1[C:15]([CH3:19])=[C:14]2[C:10](=[C:9]([O:21][CH2:22][CH2:23][Si:24]([CH3:25])([CH3:26])[CH3:27])[C:8]=1[CH2:7][CH:6]=[C:3]([CH2:4][OH:5])[CH2:1][CH3:2])[C:11](=[O:20])[O:12][CH2:13]2)[CH3:18]. (5) The reactants are C([O:4][C:5]1[CH:10]=[CH:9][C:8]([C:11]2[CH:12]([C:25]3[CH:30]=[CH:29][N:28]=[CH:27][CH:26]=3)[O:13][C:14]3[C:19]([CH:20]=2)=[CH:18][CH:17]=[C:16]([O:21]C(=O)C)[CH:15]=3)=[CH:7][CH:6]=1)(=O)C.C(O)(=O)C.O. The catalyst is CO.[OH-].[K+]. The product is [OH:4][C:5]1[CH:6]=[CH:7][C:8]([C:11]2[CH:12]([C:25]3[CH:26]=[CH:27][N:28]=[CH:29][CH:30]=3)[O:13][C:14]3[C:19]([CH:20]=2)=[CH:18][CH:17]=[C:16]([OH:21])[CH:15]=3)=[CH:9][CH:10]=1. The yield is 0.360.